From a dataset of Forward reaction prediction with 1.9M reactions from USPTO patents (1976-2016). Predict the product of the given reaction. (1) Given the reactants [NH2:1][C:2]1[N:7]=[CH:6][C:5]([N:8]2[CH2:13][CH2:12][N:11]([C:14]([C:16]3[CH:21]=[CH:20][CH:19]=[CH:18][C:17]=3[C:22]([F:25])([F:24])[F:23])=[O:15])[CH2:10][CH2:9]2)=[CH:4][CH:3]=1.C(N([CH:32]([CH3:34])[CH3:33])CC)(C)C.O.[OH:36]N1C2C=CC=CC=2N=N1.CCN=C=NCCCN(C)C.Cl.[C:58]1([CH2:64]CCN)[CH:63]=[CH:62][CH:61]=[CH:60][CH:59]=1, predict the reaction product. The product is: [C:58]1([CH2:64][CH2:34][CH2:32][C:33]([NH:1][C:2]2[CH:3]=[CH:4][C:5]([N:8]3[CH2:9][CH2:10][N:11]([C:14](=[O:15])[C:16]4[CH:21]=[CH:20][CH:19]=[CH:18][C:17]=4[C:22]([F:25])([F:24])[F:23])[CH2:12][CH2:13]3)=[CH:6][N:7]=2)=[O:36])[CH:63]=[CH:62][CH:61]=[CH:60][CH:59]=1. (2) Given the reactants CON(C)[C:4]([C:6]1[N:7]=[CH:8][N:9]([C:11]2[CH:12]=[C:13]([C:17]3[CH:22]=[CH:21][CH:20]=[CH:19][CH:18]=3)[CH:14]=[CH:15][CH:16]=2)[CH:10]=1)=[O:5].Br[C:25]1[CH:30]=[CH:29][CH:28]=[CH:27][C:26]=1[O:31][CH3:32], predict the reaction product. The product is: [C:13]1([C:17]2[CH:18]=[CH:19][CH:20]=[CH:21][CH:22]=2)[CH:14]=[CH:15][CH:16]=[C:11]([N:9]2[CH:10]=[C:6]([C:4]([C:25]3[CH:30]=[CH:29][CH:28]=[CH:27][C:26]=3[O:31][CH3:32])=[O:5])[N:7]=[CH:8]2)[CH:12]=1. (3) Given the reactants NC1(C2C=CC(C3C(=O)C4C(=CC=C(F)C=4)OC=3C3C=CC=CC=3)=CC=2)CCC1.C(OC(=O)[NH:36][C:37]1([C:41]2[CH:46]=[CH:45][C:44]([C:47]3[C:56](=[O:57])[C:55]4[C:50](=[CH:51][CH:52]=[C:53]([C:58]#[N:59])[CH:54]=4)[O:49][C:48]=3[C:60]3[CH:65]=[CH:64][CH:63]=[CH:62][CH:61]=3)=[CH:43][CH:42]=2)[CH2:40][CH2:39][CH2:38]1)(C)(C)C, predict the reaction product. The product is: [NH2:36][C:37]1([C:41]2[CH:42]=[CH:43][C:44]([C:47]3[C:56](=[O:57])[C:55]4[C:50](=[CH:51][CH:52]=[C:53]([C:58]#[N:59])[CH:54]=4)[O:49][C:48]=3[C:60]3[CH:65]=[CH:64][CH:63]=[CH:62][CH:61]=3)=[CH:45][CH:46]=2)[CH2:38][CH2:39][CH2:40]1. (4) Given the reactants I[C:2]1[N:6]2[N:7]=[CH:8][C:9]([C:11]3[CH:16]=[CH:15][C:14]([CH:17]([CH3:23])[C:18]([O:20][CH2:21][CH3:22])=[O:19])=[CH:13][CH:12]=3)=[CH:10][C:5]2=[N:4][CH:3]=1.CC1(C)C(C)(C)OB([C:32]2[CH:33]=[C:34]([NH:38][C:39]([NH:41][CH2:42][C:43]([F:46])([F:45])[F:44])=[O:40])[CH:35]=[CH:36][CH:37]=2)O1.C(=O)([O-])[O-].[Na+].[Na+], predict the reaction product. The product is: [F:44][C:43]([F:45])([F:46])[CH2:42][NH:41][C:39]([NH:38][C:34]1[CH:35]=[C:36]([C:2]2[N:6]3[N:7]=[CH:8][C:9]([C:11]4[CH:16]=[CH:15][C:14]([CH:17]([CH3:23])[C:18]([O:20][CH2:21][CH3:22])=[O:19])=[CH:13][CH:12]=4)=[CH:10][C:5]3=[N:4][CH:3]=2)[CH:37]=[CH:32][CH:33]=1)=[O:40].